This data is from Forward reaction prediction with 1.9M reactions from USPTO patents (1976-2016). The task is: Predict the product of the given reaction. Given the reactants [Cl:1][C:2]1[CH:7]=[CH:6][C:5]([NH:8][C:9]([NH:11][CH2:12][CH:13]2[O:18][CH2:17][CH2:16][NH:15][CH2:14]2)=[O:10])=[CH:4][CH:3]=1.Br[CH2:20][C:21]1[CH:30]=[CH:29][C:28]2[C:23](=[CH:24][CH:25]=[CH:26][CH:27]=2)[CH:22]=1, predict the reaction product. The product is: [Cl:1][C:2]1[CH:7]=[CH:6][C:5]([NH:8][C:9]([NH:11][CH2:12][CH:13]2[O:18][CH2:17][CH2:16][N:15]([CH2:20][C:21]3[CH:30]=[CH:29][C:28]4[C:23](=[CH:24][CH:25]=[CH:26][CH:27]=4)[CH:22]=3)[CH2:14]2)=[O:10])=[CH:4][CH:3]=1.